This data is from Reaction yield outcomes from USPTO patents with 853,638 reactions. The task is: Predict the reaction yield, written as a fraction of the theoretical maximum amount of product (1.0 means a 100% yield; for example, 0.34 means a 34% yield). The reactants are [CH3:1][C:2]([CH3:22])([CH3:21])[CH2:3][C:4]([NH:6][C:7]1[C:8]([CH3:20])=[CH:9][C:10]2[O:14][C:13]([CH3:16])([CH3:15])[CH:12](O)[C:11]=2[C:18]=1[CH3:19])=[O:5].C([SiH](CC)CC)C.O. The catalyst is FC(F)(F)C(O)=O. The product is [CH3:1][C:2]([CH3:22])([CH3:21])[CH2:3][C:4]([NH:6][C:7]1[C:8]([CH3:20])=[CH:9][C:10]2[O:14][C:13]([CH3:15])([CH3:16])[CH2:12][C:11]=2[C:18]=1[CH3:19])=[O:5]. The yield is 0.920.